Dataset: Reaction yield outcomes from USPTO patents with 853,638 reactions. Task: Predict the reaction yield, written as a fraction of the theoretical maximum amount of product (1.0 means a 100% yield; for example, 0.34 means a 34% yield). (1) The reactants are Br[C:2]1[C:3]([O:28][CH3:29])=[C:4]([CH:10]([NH:12][C:13]2[N:21]=[CH:20][N:19]=[C:18]3[C:14]=2[N:15]=[CH:16][N:17]3[CH:22]2[CH2:27][CH2:26][CH2:25][CH2:24][O:23]2)[CH3:11])[CH:5]=[C:6]([Cl:9])[C:7]=1[F:8].CO[CH2:32][CH2:33]OC.C(=O)([O-])[O-].[K+].[K+].N1C=CC=CC=1.C(B1OB(C=C)OB(C=C)O1)=C. The catalyst is O. The product is [Cl:9][C:6]1[C:7]([F:8])=[C:2]([CH:32]=[CH2:33])[C:3]([O:28][CH3:29])=[C:4]([CH:10]([NH:12][C:13]2[N:21]=[CH:20][N:19]=[C:18]3[C:14]=2[N:15]=[CH:16][N:17]3[CH:22]2[CH2:27][CH2:26][CH2:25][CH2:24][O:23]2)[CH3:11])[CH:5]=1. The yield is 0.600. (2) The reactants are Br[C:2]1[C:11]2[C:6](=[CH:7][CH:8]=[CH:9][CH:10]=2)[C:5](=[O:12])[O:4][C:3]=1[CH2:13][OH:14].[C:15]1([CH3:24])[CH:20]=[CH:19][CH:18]=[C:17](B(O)O)[CH:16]=1.C([O-])([O-])=O.[Cs+].[Cs+]. The catalyst is C1C=CC([P]([Pd]([P](C2C=CC=CC=2)(C2C=CC=CC=2)C2C=CC=CC=2)([P](C2C=CC=CC=2)(C2C=CC=CC=2)C2C=CC=CC=2)[P](C2C=CC=CC=2)(C2C=CC=CC=2)C2C=CC=CC=2)(C2C=CC=CC=2)C2C=CC=CC=2)=CC=1. The product is [OH:14][CH2:13][C:3]1[O:4][C:5](=[O:12])[C:6]2[C:11]([C:2]=1[C:17]1[CH:16]=[C:15]([CH3:24])[CH:20]=[CH:19][CH:18]=1)=[CH:10][CH:9]=[CH:8][CH:7]=2. The yield is 0.400. (3) The yield is 0.820. No catalyst specified. The reactants are C[N:2](C)[CH:3]=[N:4][C:5]([C:7]1[C:12]([O:13][C:14]2[CH:19]=[CH:18][CH:17]=[CH:16][CH:15]=2)=[CH:11][C:10](=[O:20])[N:9]([C:21]2[CH:26]=[CH:25][CH:24]=[CH:23][CH:22]=2)[CH:8]=1)=O.O=C1[N:34](C2C=CC=CC=2)C=C(C(N)=O)C(OC2C=CC=CC=2)=C1.COC(OC)N(C)C. The product is [O:13]([C:12]1[C:7]([C:5]2[N:4]=[CH:3][NH:2][N:34]=2)=[CH:8][N:9]([C:21]2[CH:22]=[CH:23][CH:24]=[CH:25][CH:26]=2)[C:10](=[O:20])[CH:11]=1)[C:14]1[CH:19]=[CH:18][CH:17]=[CH:16][CH:15]=1. (4) The reactants are [NH2:1][C:2]1[CH:7]=[CH:6][C:5]([S:8]([NH:11][C:12]2[CH:13]=[CH:14][C:15]3[CH2:19][O:18][B:17]([OH:20])[C:16]=3[CH:21]=2)(=[O:10])=[O:9])=[C:4]([CH2:22][NH2:23])[CH:3]=1.Cl[C:25]([O:27][CH2:28][CH3:29])=[O:26]. The catalyst is C1COCC1. The product is [NH2:1][C:2]1[CH:7]=[CH:6][C:5]([S:8](=[O:9])(=[O:10])[NH:11][C:12]2[CH:13]=[CH:14][C:15]3[CH2:19][O:18][B:17]([OH:20])[C:16]=3[CH:21]=2)=[C:4]([CH:3]=1)[CH2:22][NH:23][C:25](=[O:26])[O:27][CH2:28][CH3:29]. The yield is 0.580.